From a dataset of Full USPTO retrosynthesis dataset with 1.9M reactions from patents (1976-2016). Predict the reactants needed to synthesize the given product. (1) The reactants are: C(C1COC(=O)C1)CCC.OC1C=CC=CN=1.C1([C@@H](N)C)C=CC=CC=1.[C:27]1([C@@H:33]([NH:35][C:36](=[O:45])[CH2:37][C@@H:38]([CH2:43][OH:44])[CH2:39][CH2:40][CH2:41][CH3:42])[CH3:34])[CH:32]=[CH:31][CH:30]=[CH:29][CH:28]=1. Given the product [C:27]1([C@@H:33]([NH:35][C:36](=[O:45])[CH2:37][C@H:38]([CH2:43][OH:44])[CH2:39][CH2:40][CH2:41][CH3:42])[CH3:34])[CH:32]=[CH:31][CH:30]=[CH:29][CH:28]=1, predict the reactants needed to synthesize it. (2) Given the product [CH:1]1([N:4]2[C:8]3[C:9]([O:23][C@@H:24]([C@@H:26]4[CH2:30][C:29](=[O:31])[NH:28][CH2:27]4)[CH3:25])=[N:10][C:11]([C:39]4[CH:40]=[C:41]5[N:33]([CH3:32])[C:34](=[O:53])[C:35]([CH3:51])([CH3:52])[C:36]5=[N:37][CH:38]=4)=[CH:12][C:7]=3[N:6]=[CH:5]2)[CH2:2][CH2:3]1, predict the reactants needed to synthesize it. The reactants are: [CH:1]1([N:4]2[C:8]3[C:9]([O:23][C@@H:24]([C@@H:26]4[CH2:30][C:29](=[O:31])[NH:28][CH2:27]4)[CH3:25])=[N:10][C:11](C4C=C5C(CC(=O)N5)=CC=4)=[CH:12][C:7]=3[N:6]=[CH:5]2)[CH2:3][CH2:2]1.[CH3:32][N:33]1[C:41]2[C:36](=[N:37][CH:38]=[C:39](B3OC(C)(C)C(C)(C)O3)[CH:40]=2)[C:35]([CH3:52])([CH3:51])[C:34]1=[O:53].